Predict the product of the given reaction. From a dataset of Forward reaction prediction with 1.9M reactions from USPTO patents (1976-2016). (1) Given the reactants Br[C:2]1[CH:7]=[CH:6][C:5]([N:8]2[C:12]([NH:13][C:14](=[O:24])[O:15][C@@H:16]([C:18]3[CH:23]=[CH:22][CH:21]=[CH:20][CH:19]=3)[CH3:17])=[C:11]([CH2:25][CH3:26])[N:10]=[N:9]2)=[CH:4][CH:3]=1.CC1(C)C(C)(C)OB([C:35]2[CH:40]=[CH:39][C:38]([CH2:41][C:42]([O:44][CH2:45][CH3:46])=[O:43])=[CH:37][CH:36]=2)O1.C1(P(C2CCCCC2)C2C=CC=CC=2C2C(OC)=CC=CC=2OC)CCCCC1.[O-]P([O-])([O-])=O.[K+].[K+].[K+], predict the reaction product. The product is: [CH2:45]([O:44][C:42](=[O:43])[CH2:41][C:38]1[CH:39]=[CH:40][C:35]([C:2]2[CH:7]=[CH:6][C:5]([N:8]3[C:12]([NH:13][C:14]([O:15][C@@H:16]([C:18]4[CH:23]=[CH:22][CH:21]=[CH:20][CH:19]=4)[CH3:17])=[O:24])=[C:11]([CH2:25][CH3:26])[N:10]=[N:9]3)=[CH:4][CH:3]=2)=[CH:36][CH:37]=1)[CH3:46]. (2) Given the reactants [OH:1][C:2]1[CH:9]=[CH:8][C:5]([CH:6]=[O:7])=[CH:4][CH:3]=1.Br[CH2:11][CH2:12][CH2:13][CH2:14][CH2:15][CH2:16][CH2:17][CH2:18][CH2:19][CH2:20][CH2:21][OH:22].C(=O)([O-])[O-].[K+].[K+].[I-].[K+], predict the reaction product. The product is: [OH:22][CH2:21][CH2:20][CH2:19][CH2:18][CH2:17][CH2:16][CH2:15][CH2:14][CH2:13][CH2:12][CH2:11][O:1][C:2]1[CH:9]=[CH:8][C:5]([CH:6]=[O:7])=[CH:4][CH:3]=1. (3) Given the reactants [O:19]([C:16]1[CH:17]=[CH:18][C:13](C([C:13]2[CH:18]=[CH:17][C:16]([O:19]C#N)=[CH:15][CH:14]=2)(C)C)=[CH:14][CH:15]=1)C#N.C(C1C=CC(C(C2C=CC(CC3OC3)=CC=2)(C)C)=CC=1)C1[O:25]C1.OCC[O:48][C:49]1[CH:54]=[CH:53][C:52](C(=O)C(O)(C)C)=[CH:51][CH:50]=1, predict the reaction product. The product is: [O:48]([O:25][O:19][C:16]1[CH:15]=[CH:14][CH:13]=[CH:18][CH:17]=1)[C:49]1[CH:54]=[CH:53][CH:52]=[CH:51][CH:50]=1. (4) Given the reactants [CH:1]1([C@@H:4]([C:11]2[CH:16]=[CH:15][CH:14]=[C:13]([O:17][CH2:18][C:19]3[CH:24]=[N:23][C:22]([C:25]4[CH:30]=[C:29]([O:31][CH3:32])[CH:28]=[CH:27][C:26]=4[F:33])=[C:21]([C:34]([C:36]([F:39])([F:38])[F:37])=[CH2:35])[N:20]=3)[CH:12]=2)[CH2:5][C:6]([O:8][CH2:9][CH3:10])=[O:7])[CH2:3][CH2:2]1, predict the reaction product. The product is: [CH:1]1([C@@H:4]([C:11]2[CH:16]=[CH:15][CH:14]=[C:13]([O:17][CH2:18][C:19]3[CH:24]=[N:23][C:22]([C:25]4[CH:30]=[C:29]([O:31][CH3:32])[CH:28]=[CH:27][C:26]=4[F:33])=[C:21]([CH:34]([CH3:35])[C:36]([F:38])([F:39])[F:37])[N:20]=3)[CH:12]=2)[CH2:5][C:6]([O:8][CH2:9][CH3:10])=[O:7])[CH2:3][CH2:2]1. (5) Given the reactants Cl[CH2:2][C:3]([NH:5][CH2:6][CH3:7])=[O:4].[NH2:8][C:9]1[CH:14]=[CH:13][CH:12]=[CH:11][CH:10]=1, predict the reaction product. The product is: [CH2:6]([NH:5][C:3](=[O:4])[CH2:2][NH:8][C:9]1[CH:14]=[CH:13][CH:12]=[CH:11][CH:10]=1)[CH3:7].